Dataset: Full USPTO retrosynthesis dataset with 1.9M reactions from patents (1976-2016). Task: Predict the reactants needed to synthesize the given product. The reactants are: Br[C:2]1[N:7]=[CH:6][C:5]([C:8]([OH:26])([CH3:25])[CH2:9][N:10]2[C:18]3[CH:17]=[CH:16][C:15]([CH3:19])=[CH:14][C:13]=3[C:12]3[CH2:20][N:21]([CH3:24])[CH2:22][CH2:23][C:11]2=3)=[CH:4][CH:3]=1.[OH-].[NH4+:28]. Given the product [NH2:28][C:2]1[N:7]=[CH:6][C:5]([C:8]([OH:26])([CH3:25])[CH2:9][N:10]2[C:18]3[CH:17]=[CH:16][C:15]([CH3:19])=[CH:14][C:13]=3[C:12]3[CH2:20][N:21]([CH3:24])[CH2:22][CH2:23][C:11]2=3)=[CH:4][CH:3]=1, predict the reactants needed to synthesize it.